From a dataset of Forward reaction prediction with 1.9M reactions from USPTO patents (1976-2016). Predict the product of the given reaction. (1) Given the reactants C1(P(C2C=CC=CC=2)C2C=CC=CC=2)C=CC=CC=1.BrN1C(=O)CCC1=O.[CH:28]1([CH2:33][CH:34]([C:38]2[CH:43]=[CH:42][C:41]([C:44]([F:47])([F:46])[F:45])=[C:40]([F:48])[CH:39]=2)[C:35]([OH:37])=O)[CH2:32][CH2:31][CH2:30][CH2:29]1.[NH2:49][C:50]1[S:51][CH:52]=[CH:53][N:54]=1, predict the reaction product. The product is: [CH:28]1([CH2:33][CH:34]([C:38]2[CH:43]=[CH:42][C:41]([C:44]([F:45])([F:47])[F:46])=[C:40]([F:48])[CH:39]=2)[C:35]([NH:49][C:50]2[S:51][CH:52]=[CH:53][N:54]=2)=[O:37])[CH2:29][CH2:30][CH2:31][CH2:32]1. (2) Given the reactants [Cl-].[Cl:2][C:3]1[C:12]2[C:7](=[CH:8][CH:9]=[CH:10][CH:11]=2)[CH:6]=[CH:5][C:4]=1[NH:13][CH2:14][CH2:15][NH3+:16].[N:17]1[CH:22]=[CH:21][CH:20]=[CH:19][C:18]=1[CH:23]=O, predict the reaction product. The product is: [Cl:2][C:3]1[C:12]2[C:7](=[CH:8][CH:9]=[CH:10][CH:11]=2)[CH:6]=[CH:5][C:4]=1[NH:13][CH2:14][CH2:15][NH:16][CH2:23][C:18]1[CH:19]=[CH:20][CH:21]=[CH:22][N:17]=1.